This data is from Reaction yield outcomes from USPTO patents with 853,638 reactions. The task is: Predict the reaction yield, written as a fraction of the theoretical maximum amount of product (1.0 means a 100% yield; for example, 0.34 means a 34% yield). The reactants are [CH:1]1[CH:6]=[C:5]2[CH:7]=[CH:8][CH:9]=[C:10]([CH2:11][N:12]=[C:13]=[S:14])[C:4]2=[CH:3][CH:2]=1.[NH2:15][CH2:16][CH:17]1[CH2:22][CH2:21][NH:20][CH2:19][CH2:18]1.CO.C(Cl)(Cl)Cl. The catalyst is CO.C1COCC1. The product is [C:10]1([CH2:11][NH:12][C:13]([NH:15][CH2:16][CH:17]2[CH2:22][CH2:21][NH:20][CH2:19][CH2:18]2)=[S:14])[C:4]2[C:5](=[CH:6][CH:1]=[CH:2][CH:3]=2)[CH:7]=[CH:8][CH:9]=1. The yield is 0.480.